From a dataset of Catalyst prediction with 721,799 reactions and 888 catalyst types from USPTO. Predict which catalyst facilitates the given reaction. Reactant: [CH2:1]([O:8][C:9]1[CH:27]=[C:26]([O:28][CH2:29][C:30]2[CH:35]=[CH:34][CH:33]=[CH:32][CH:31]=2)[C:25]([CH:36]([CH3:38])[CH3:37])=[CH:24][C:10]=1[C:11]([NH:13][C:14]1[CH:15]=[C:16]2[C:20](=[CH:21][CH:22]=1)[N:19]([CH3:23])[CH:18]=[CH:17]2)=O)[C:2]1[CH:7]=[CH:6][CH:5]=[CH:4][CH:3]=1.COC1C=CC(P2(SP(C3C=CC(OC)=CC=3)(=S)S2)=[S:48])=CC=1.O.NN. Product: [CH2:1]([O:8][C:9]1[CH:27]=[C:26]([O:28][CH2:29][C:30]2[CH:35]=[CH:34][CH:33]=[CH:32][CH:31]=2)[C:25]([CH:36]([CH3:38])[CH3:37])=[CH:24][C:10]=1[C:11]([NH:13][C:14]1[CH:15]=[C:16]2[C:20](=[CH:21][CH:22]=1)[N:19]([CH3:23])[CH:18]=[CH:17]2)=[S:48])[C:2]1[CH:7]=[CH:6][CH:5]=[CH:4][CH:3]=1. The catalyst class is: 11.